Dataset: Reaction yield outcomes from USPTO patents with 853,638 reactions. Task: Predict the reaction yield, written as a fraction of the theoretical maximum amount of product (1.0 means a 100% yield; for example, 0.34 means a 34% yield). (1) The reactants are C(N)CC.[F:5][C:6]1[CH:18]=[CH:17][CH:16]=[C:15]([F:19])[C:7]=1[C:8]([N:10](C=O)[CH:11]=[CH2:12])=[O:9]. The catalyst is ClCCl. The product is [F:5][C:6]1[CH:18]=[CH:17][CH:16]=[C:15]([F:19])[C:7]=1[C:8]([NH:10][CH:11]=[CH2:12])=[O:9]. The yield is 0.750. (2) The reactants are [CH:1](OCC)=O.C[O:7][CH2:8][C:9]([O:11][CH2:12]C)=O.[H-].[Na+].C[O-].[Na+].Cl.[F:20][C:21]1[CH:22]=[CH:23][C:24]2[N:25]([C:27]([C:30](=[NH:32])[NH2:31])=[CH:28][N:29]=2)[CH:26]=1. The catalyst is O1CCCC1.CO.C(O)(C)C. The product is [F:20][C:21]1[CH:22]=[CH:23][C:24]2[N:25]([C:27]([C:30]3[N:31]=[C:8]([OH:7])[C:9]([O:11][CH3:12])=[CH:1][N:32]=3)=[CH:28][N:29]=2)[CH:26]=1. The yield is 0.390.